Dataset: Reaction yield outcomes from USPTO patents with 853,638 reactions. Task: Predict the reaction yield, written as a fraction of the theoretical maximum amount of product (1.0 means a 100% yield; for example, 0.34 means a 34% yield). (1) The reactants are [C:1]([NH:4][C@:5]1([CH2:23][CH:24]([CH3:26])[CH3:25])[CH2:9][CH2:8][N:7]([C@@H:10]([CH2:14][CH2:15][C:16]2[CH:21]=[CH:20][CH:19]=[CH:18][CH:17]=2)[C:11](O)=[O:12])[C:6]1=[O:22])(=[O:3])[CH3:2].CN(C(ON1N=NC2C=CC=NC1=2)=[N+](C)C)C.F[P-](F)(F)(F)(F)F.[CH3:51][O:52][C:53]1[CH:81]=[CH:80][C:56]([CH2:57][N:58]2[CH2:62][C@H:61]([O:63][CH2:64][CH:65]=[CH2:66])[CH2:60][C@@H:59]2[C@@H:67]([OH:79])[C@@H:68]([NH2:78])[CH2:69][C:70]2[CH:75]=[C:74]([F:76])[CH:73]=[C:72]([F:77])[CH:71]=2)=[CH:55][CH:54]=1.CN1CCOCC1. The catalyst is CN(C=O)C. The product is [CH3:51][O:52][C:53]1[CH:81]=[CH:80][C:56]([CH2:57][N:58]2[CH2:62][C@H:61]([O:63][CH2:64][CH:65]=[CH2:66])[CH2:60][C@@H:59]2[C@@H:67]([OH:79])[C@@H:68]([NH:78][C:11](=[O:12])[C@@H:10]([N:7]2[CH2:8][CH2:9][C@:5]([NH:4][C:1](=[O:3])[CH3:2])([CH2:23][CH:24]([CH3:25])[CH3:26])[C:6]2=[O:22])[CH2:14][CH2:15][C:16]2[CH:17]=[CH:18][CH:19]=[CH:20][CH:21]=2)[CH2:69][C:70]2[CH:71]=[C:72]([F:77])[CH:73]=[C:74]([F:76])[CH:75]=2)=[CH:55][CH:54]=1. The yield is 0.550. (2) The reactants are [CH3:1][C@@H:2]([C:6]([CH3:14])([C:8]1[CH:13]=[CH:12][CH:11]=[CH:10][CH:9]=1)[CH3:7])[C:3]([OH:5])=O.OC1C2N=NNC=2C=CC=1.CN1CCOCC1.Cl.[CH3:33]/[C:34](=[CH:40]\[C@@H:41]([N:45]([CH3:54])[C:46](=[O:53])[C@H:47]([C:49]([CH3:52])([CH3:51])[CH3:50])[NH2:48])[CH:42]([CH3:44])[CH3:43])/[C:35]([O:37][CH2:38][CH3:39])=[O:36]. The catalyst is CN(C)C=O. The product is [CH3:1][C@@H:2]([C:6]([CH3:14])([C:8]1[CH:13]=[CH:12][CH:11]=[CH:10][CH:9]=1)[CH3:7])[C:3]([NH:48][C@@H:47]([C:49]([CH3:52])([CH3:50])[CH3:51])[C:46]([N:45]([CH3:54])[C@@H:41]([CH:42]([CH3:43])[CH3:44])/[CH:40]=[C:34](\[CH3:33])/[C:35]([O:37][CH2:38][CH3:39])=[O:36])=[O:53])=[O:5]. The yield is 0.710. (3) The reactants are CC(C)([O-])C.[K+].C1(C)C=CC(S([CH2:16][N+:17]#[C-])(=O)=O)=CC=1.[CH2:20]([O:27][C:28]1[C:32]([CH:33]=O)=[CH:31][N:30]([C:35]2[CH:40]=[CH:39][CH:38]=[CH:37][CH:36]=2)[N:29]=1)[C:21]1[CH:26]=[CH:25][CH:24]=[CH:23][CH:22]=1.[Cl-].[NH4+]. The catalyst is C(COC)OC.CO. The product is [CH2:20]([O:27][C:28]1[C:32]([CH2:33][C:16]#[N:17])=[CH:31][N:30]([C:35]2[CH:40]=[CH:39][CH:38]=[CH:37][CH:36]=2)[N:29]=1)[C:21]1[CH:26]=[CH:25][CH:24]=[CH:23][CH:22]=1. The yield is 0.670.